Task: Predict the product of the given reaction.. Dataset: Forward reaction prediction with 1.9M reactions from USPTO patents (1976-2016) Given the reactants C(OC([N:8]1[CH2:15][CH:14]2[CH:10]([N:11]=[C:12]([NH:16][C:17]3[CH:18]=[C:19]4[C:24](=[CH:25][CH:26]=3)[N:23]=[CH:22][N:21]=[C:20]4[NH:27][C:28]3[CH:33]=[CH:32][C:31]([O:34][CH2:35][C:36]4[CH:41]=[CH:40][CH:39]=[CH:38][N:37]=4)=[C:30]([Cl:42])[CH:29]=3)[O:13]2)[CH2:9]1)=O)(C)(C)C.C(O)(C(F)(F)F)=O, predict the reaction product. The product is: [Cl:42][C:30]1[CH:29]=[C:28]([NH:27][C:20]2[C:19]3[C:24](=[CH:25][CH:26]=[C:17]([NH:16][C:12]4[O:13][CH:14]5[CH2:15][NH:8][CH2:9][CH:10]5[N:11]=4)[CH:18]=3)[N:23]=[CH:22][N:21]=2)[CH:33]=[CH:32][C:31]=1[O:34][CH2:35][C:36]1[CH:41]=[CH:40][CH:39]=[CH:38][N:37]=1.